This data is from Forward reaction prediction with 1.9M reactions from USPTO patents (1976-2016). The task is: Predict the product of the given reaction. (1) Given the reactants [F:1][CH:2]([F:26])[C:3]1[O:4][C:5]([C:16]2[CH:25]=[CH:24][C:19]([O:20][CH2:21][CH2:22][NH2:23])=[CH:18][CH:17]=2)=[C:6]([C:8]2[CH:9]=[N:10][C:11]([O:14][CH3:15])=[CH:12][CH:13]=2)[N:7]=1.C(N(CC)CC)C.[CH3:34][S:35](Cl)(=[O:37])=[O:36], predict the reaction product. The product is: [F:26][CH:2]([F:1])[C:3]1[O:4][C:5]([C:16]2[CH:25]=[CH:24][C:19]([O:20][CH2:21][CH2:22][NH:23][S:35]([CH3:34])(=[O:37])=[O:36])=[CH:18][CH:17]=2)=[C:6]([C:8]2[CH:9]=[N:10][C:11]([O:14][CH3:15])=[CH:12][CH:13]=2)[N:7]=1. (2) Given the reactants [C:1]([O:5][C:6](=[O:15])[NH:7][C:8]1[CH:13]=[CH:12][C:11]([NH2:14])=[CH:10][CH:9]=1)([CH3:4])([CH3:3])[CH3:2].C(N(CC)CC)C.[C:23](Cl)(Cl)=[S:24], predict the reaction product. The product is: [C:1]([O:5][C:6](=[O:15])[NH:7][C:8]1[CH:9]=[CH:10][C:11]([N:14]=[C:23]=[S:24])=[CH:12][CH:13]=1)([CH3:4])([CH3:2])[CH3:3].